The task is: Predict which catalyst facilitates the given reaction.. This data is from Catalyst prediction with 721,799 reactions and 888 catalyst types from USPTO. (1) Reactant: [CH2:1]([NH:8][C:9]([C:11]1[CH:20]=[CH:19][C:18]2[C:13](=[C:14](Br)[CH:15]=[N:16][CH:17]=2)[N:12]=1)=[O:10])[C:2]1[CH:7]=[CH:6][CH:5]=[CH:4][CH:3]=1.[Cl:22][C:23]1[CH:24]=[C:25](B(O)O)[CH:26]=[CH:27][CH:28]=1.C(=O)([O-])[O-].[Cs+].[Cs+]. Product: [CH2:1]([NH:8][C:9]([C:11]1[CH:20]=[CH:19][C:18]2[C:13](=[C:14]([C:27]3[CH:26]=[CH:25][CH:24]=[C:23]([Cl:22])[CH:28]=3)[CH:15]=[N:16][CH:17]=2)[N:12]=1)=[O:10])[C:2]1[CH:7]=[CH:6][CH:5]=[CH:4][CH:3]=1. The catalyst class is: 688. (2) Reactant: [Cl:1][C:2]1[CH:3]=[C:4]([CH:10]=O)[C:5]([O:8][CH3:9])=[N:6][CH:7]=1.[F:12][C:13]1[CH:18]=[CH:17][CH:16]=[CH:15][C:14]=1/[CH:19]=[CH:20]/[CH:21]1[CH2:26][CH2:25][NH:24][CH2:23][CH2:22]1.C(O)(=O)C.C(O[BH-](OC(=O)C)OC(=O)C)(=O)C.[Na+]. The catalyst class is: 26. Product: [Cl:1][C:2]1[CH:3]=[C:4]([CH2:10][N:24]2[CH2:25][CH2:26][CH:21](/[CH:20]=[CH:19]/[C:14]3[CH:15]=[CH:16][CH:17]=[CH:18][C:13]=3[F:12])[CH2:22][CH2:23]2)[C:5]([O:8][CH3:9])=[N:6][CH:7]=1. (3) Reactant: [CH3:1][N:2]1[CH:6]=[CH:5][N:4]=[C:3]1[CH2:7][N:8]1[C:13]2[CH:14]=[C:15]([C:17]3[CH:22]=[CH:21][CH:20]=[CH:19][CH:18]=3)[S:16][C:12]=2[C:11](=[O:23])[N:10]([CH:24]2[CH2:29][CH2:28][N:27](C(OC(C)(C)C)=O)[CH2:26][CH2:25]2)[C:9]1=[O:37].[ClH:38]. Product: [ClH:38].[CH3:1][N:2]1[CH:6]=[CH:5][N:4]=[C:3]1[CH2:7][N:8]1[C:13]2[CH:14]=[C:15]([C:17]3[CH:18]=[CH:19][CH:20]=[CH:21][CH:22]=3)[S:16][C:12]=2[C:11](=[O:23])[N:10]([CH:24]2[CH2:29][CH2:28][NH:27][CH2:26][CH2:25]2)[C:9]1=[O:37]. The catalyst class is: 12. (4) Reactant: C([O:8][C:9]1[CH:10]=[C:11]([C:15]2[N:16]=[CH:17][N:18]([C:20]([N:22]([CH:24]3[CH2:29][CH2:28][N:27]([C:30]4[CH:35]=[CH:34][C:33]([Br:36])=[C:32]([O:37][CH3:38])[CH:31]=4)[CH2:26][CH2:25]3)[CH3:23])=[O:21])[CH:19]=2)[CH:12]=[CH:13][CH:14]=1)C1C=CC=CC=1.Br. Product: [BrH:36].[Br:36][C:33]1[CH:34]=[CH:35][C:30]([N:27]2[CH2:28][CH2:29][CH:24]([N:22]([CH3:23])[C:20]([N:18]3[CH:19]=[C:15]([C:11]4[CH:12]=[CH:13][CH:14]=[C:9]([OH:8])[CH:10]=4)[N:16]=[CH:17]3)=[O:21])[CH2:25][CH2:26]2)=[CH:31][C:32]=1[O:37][CH3:38]. The catalyst class is: 4. (5) Reactant: C([N:9]1[C:17]2[C:12](=[CH:13][C:14]([N+:18]([O-:20])=[O:19])=[CH:15][CH:16]=2)[C:11](=[C:21](O)[C:22]2[CH:27]=[CH:26][CH:25]=[CH:24][CH:23]=2)[C:10]1=[O:29])(=O)C1C=CC=CC=1.[NH2:30][C:31]1[CH:32]=[C:33]([CH:36]=[CH:37][CH:38]=1)[C:34]#[N:35]. Product: [C:34]([C:33]1[CH:32]=[C:31]([NH:30]/[C:21](=[C:11]2\[C:10](=[O:29])[NH:9][C:17]3[C:12]\2=[CH:13][C:14]([N+:18]([O-:20])=[O:19])=[CH:15][CH:16]=3)/[C:22]2[CH:23]=[CH:24][CH:25]=[CH:26][CH:27]=2)[CH:38]=[CH:37][CH:36]=1)#[N:35]. The catalyst class is: 3. (6) Reactant: [F:1][C:2]([F:9])([C:5]([F:8])([F:7])[F:6])[CH2:3][OH:4].[H-].[Na+].O1CCCC1.CS([C:20]1[N:21]([C:31]2[CH:36]=[CH:35][C:34]([O:37][CH2:38][C:39]([F:42])([F:41])[F:40])=[CH:33][CH:32]=2)[C:22](=[O:30])[C:23]2[CH2:28][C:27](=[O:29])[NH:26][C:24]=2[N:25]=1)=O. Product: [F:1][C:2]([F:9])([C:5]([F:8])([F:7])[F:6])[CH2:3][O:4][C:20]1[N:21]([C:31]2[CH:32]=[CH:33][C:34]([O:37][CH2:38][C:39]([F:41])([F:40])[F:42])=[CH:35][CH:36]=2)[C:22](=[O:30])[C:23]2[CH2:28][C:27](=[O:29])[NH:26][C:24]=2[N:25]=1. The catalyst class is: 69.